Task: Regression. Given a peptide amino acid sequence and an MHC pseudo amino acid sequence, predict their binding affinity value. This is MHC class I binding data.. Dataset: Peptide-MHC class I binding affinity with 185,985 pairs from IEDB/IMGT (1) The peptide sequence is LENFRAYVDG. The MHC is HLA-B44:02 with pseudo-sequence HLA-B44:02. The binding affinity (normalized) is 0.167. (2) The peptide sequence is WPTVRERM. The MHC is HLA-B40:02 with pseudo-sequence HLA-B40:02. The binding affinity (normalized) is 0. (3) The peptide sequence is AEMKTDAATL. The MHC is HLA-A02:01 with pseudo-sequence HLA-A02:01. The binding affinity (normalized) is 0.179. (4) The peptide sequence is ACQGVGGPGHK. The MHC is HLA-A68:02 with pseudo-sequence HLA-A68:02. The binding affinity (normalized) is 0.00774. (5) The peptide sequence is GFPFNKWGK. The MHC is HLA-A03:01 with pseudo-sequence HLA-A03:01. The binding affinity (normalized) is 0.0811.